The task is: Regression/Classification. Given a drug SMILES string, predict its absorption, distribution, metabolism, or excretion properties. Task type varies by dataset: regression for continuous measurements (e.g., permeability, clearance, half-life) or binary classification for categorical outcomes (e.g., BBB penetration, CYP inhibition). Dataset: cyp2c19_veith.. This data is from CYP2C19 inhibition data for predicting drug metabolism from PubChem BioAssay. The drug is N#CC(c1ccccc1F)(c1ncc(C(F)(F)F)cc1Cl)N1CCOCC1. The result is 1 (inhibitor).